Dataset: Full USPTO retrosynthesis dataset with 1.9M reactions from patents (1976-2016). Task: Predict the reactants needed to synthesize the given product. (1) Given the product [CH3:16][S:17][C:18]1[CH:23]=[CH:22][C:21]([CH:24]([C:25]#[N:26])[C:6]([C:5]2[CH:4]=[N:3][C:2]([CH3:1])=[CH:12][CH:11]=2)=[O:8])=[CH:20][CH:19]=1, predict the reactants needed to synthesize it. The reactants are: [CH3:1][C:2]1[CH:12]=[CH:11][C:5]([C:6]([O:8]CC)=O)=[CH:4][N:3]=1.C[O-].[Na+].[CH3:16][S:17][C:18]1[CH:23]=[CH:22][C:21]([CH2:24][C:25]#[N:26])=[CH:20][CH:19]=1. (2) Given the product [CH:29]([C:30]1[NH:1][C:2]2[N:3]([N:4]=[N:5][N:6]=2)[CH:24]([C:14]2[C:23]3[C:18](=[CH:19][CH:20]=[CH:21][CH:22]=3)[CH:17]=[CH:16][CH:15]=2)[C:31]=1[C:32]([O:34][CH2:35][CH3:36])=[O:33])([CH3:26])[CH3:7], predict the reactants needed to synthesize it. The reactants are: [NH2:1][C:2]1[NH:6][N:5]=[N:4][N:3]=1.[CH2:7](N(CC)CC)C.[C:14]1([CH:24]=O)[C:23]2[C:18](=[CH:19][CH:20]=[CH:21][CH:22]=2)[CH:17]=[CH:16][CH:15]=1.[CH:26]([CH2:29][C:30](=O)[CH2:31][C:32]([O:34][CH2:35][CH3:36])=[O:33])(C)C.